Predict which catalyst facilitates the given reaction. From a dataset of Catalyst prediction with 721,799 reactions and 888 catalyst types from USPTO. (1) Reactant: [Cl:1][C:2]1[CH:10]=[CH:9][C:8]2[C:4](=[C:5]3[NH:14][C:13]([CH:15]4[CH2:20][CH2:19][N:18](C(OC(C)(C)C)=O)[CH2:17][CH2:16]4)=[CH:12][C:11](=[O:28])[N:6]3[N:7]=2)[CH:3]=1. Product: [ClH:1].[Cl:1][C:2]1[CH:10]=[CH:9][C:8]2[C:4](=[C:5]3[NH:6][C:11](=[O:28])[CH:12]=[C:13]([CH:15]4[CH2:20][CH2:19][NH:18][CH2:17][CH2:16]4)[N:14]3[N:7]=2)[CH:3]=1. The catalyst class is: 89. (2) Product: [NH2:19][C:18]1[N:17]=[CH:16][C:15]2[C:20]([C:23]3[CH2:24][CH2:25][N:26]([C:38](=[O:39])[C:37]([F:48])([F:47])[F:36])[CH2:27][CH:28]=3)=[CH:21][O:22][C:14]=2[C:13]=1[O:12][C@@H:10]([C:3]1[C:4]([Cl:9])=[CH:5][CH:6]=[C:7]([F:8])[C:2]=1[Cl:1])[CH3:11]. Reactant: [Cl:1][C:2]1[C:7]([F:8])=[CH:6][CH:5]=[C:4]([Cl:9])[C:3]=1[C@H:10]([O:12][C:13]1[C:14]2[O:22][CH:21]=[C:20]([C:23]3[CH2:24][CH2:25][NH:26][CH2:27][CH:28]=3)[C:15]=2[CH:16]=[N:17][C:18]=1[NH2:19])[CH3:11].C(N(CC)CC)C.[F:36][C:37]([F:48])([F:47])[C:38](O[C:38](=[O:39])[C:37]([F:48])([F:47])[F:36])=[O:39]. The catalyst class is: 143. (3) Reactant: [Cl:1][C:2]1[N:3]=[C:4]([N:31](C(OC(C)(C)C)=O)C(OC(C)(C)C)=O)[NH:5][C:6]=1[C:7]([NH:9][CH2:10][C:11]1[CH:16]=[CH:15][C:14]([Cl:17])=[C:13]([O:18][C:19]2[CH:24]=[C:23]([CH:25]3[CH2:27][CH2:26]3)[CH:22]=[C:21]([C:28]#[N:29])[CH:20]=2)[C:12]=1[F:30])=[O:8].[C:46]([OH:52])([C:48]([F:51])([F:50])[F:49])=[O:47]. Product: [F:49][C:48]([F:51])([F:50])[C:46]([OH:52])=[O:47].[NH2:31][C:4]1[NH:5][C:6]([C:7]([NH:9][CH2:10][C:11]2[CH:16]=[CH:15][C:14]([Cl:17])=[C:13]([O:18][C:19]3[CH:24]=[C:23]([CH:25]4[CH2:27][CH2:26]4)[CH:22]=[C:21]([C:28]#[N:29])[CH:20]=3)[C:12]=2[F:30])=[O:8])=[C:2]([Cl:1])[N:3]=1. The catalyst class is: 2. (4) Reactant: N([C:3]([O:5][CH:6](C)[CH3:8])=[O:4])=N[C:3]([O:5][CH:6]([CH3:8])C)=[O:4].[OH:15][C@@H:16]1[CH2:20][CH2:19][CH2:18][C@H:17]1[O:21][C:22]1[CH:29]=[CH:28][C:25]([CH:26]=[O:27])=[CH:24][CH:23]=1.C1(P(C2C=CC=CC=2)C2C=CC=CC=2)C=CC=CC=1.[N+:49]([C:52]1[CH:60]=[CH:59][C:55]([C:56](O)=[O:57])=[CH:54][CH:53]=1)([O-:51])=[O:50]. Product: [CH3:22][CH2:23][CH2:24][CH:25]([CH3:28])[CH3:26].[C:3]([O:5][CH2:6][CH3:8])(=[O:4])[CH3:16].[N+:49]([C:52]1[CH:53]=[CH:54][C:55]([C:56]([O:15][C@@H:16]2[CH2:20][CH2:19][CH2:18][C@@H:17]2[O:21][C:22]2[CH:23]=[CH:24][C:25]([CH:26]=[O:27])=[CH:28][CH:29]=2)=[O:57])=[CH:59][CH:60]=1)([O-:51])=[O:50]. The catalyst class is: 1. (5) Reactant: [Cl:1][C:2]1[CH:30]=[CH:29][CH:28]=[CH:27][C:3]=1[CH2:4][O:5][C:6]1[CH:25]=[CH:24][C:23]([F:26])=[CH:22][C:7]=1[CH2:8][N:9]1[C:17]2[CH:16]=[CH:15][CH:14]=[C:13]([C:18]([O:20]C)=[O:19])[C:12]=2[CH:11]=[N:10]1.C1COCC1.[OH-].[Na+:37]. Product: [Cl:1][C:2]1[CH:30]=[CH:29][CH:28]=[CH:27][C:3]=1[CH2:4][O:5][C:6]1[CH:25]=[CH:24][C:23]([F:26])=[CH:22][C:7]=1[CH2:8][N:9]1[C:17]2[CH:16]=[CH:15][CH:14]=[C:13]([C:18]([O-:20])=[O:19])[C:12]=2[CH:11]=[N:10]1.[Na+:37]. The catalyst class is: 88. (6) Reactant: [C:1]([C:3]1[C:4]([N:15]2[CH2:18][CH:17]([C:19]([OH:21])=O)[CH2:16]2)=[N:5][C:6]([CH3:14])=[C:7]([C:9]([O:11][CH2:12][CH3:13])=[O:10])[CH:8]=1)#[N:2].[NH2:22][S:23]([CH2:26][C:27]1[CH:36]=[CH:35][CH:34]=[CH:33][C:28]=1[C:29]([O:31][CH3:32])=[O:30])(=[O:25])=[O:24].C(N(CC)CC)C.CN(C(ON1N=NC2C=CC=NC1=2)=[N+](C)C)C.F[P-](F)(F)(F)(F)F. Product: [CH2:12]([O:11][C:9](=[O:10])[C:7]1[CH:8]=[C:3]([C:1]#[N:2])[C:4]([N:15]2[CH2:16][CH:17]([C:19]([NH:22][S:23]([CH2:26][C:27]3[CH:36]=[CH:35][CH:34]=[CH:33][C:28]=3[C:29]([O:31][CH3:32])=[O:30])(=[O:24])=[O:25])=[O:21])[CH2:18]2)=[N:5][C:6]=1[CH3:14])[CH3:13]. The catalyst class is: 3. (7) Reactant: C([N:8]1[CH:12]([CH3:13])[CH2:11][CH:10]([CH2:14][N:15]2[C:23]3[C:18](=[CH:19][C:20]([C:24]4[CH:25]=[N:26][N:27]([CH:29]5[CH2:34][CH2:33][CH2:32][CH2:31][O:30]5)[CH:28]=4)=[CH:21][CH:22]=3)[CH:17]=[C:16]2[CH3:35])[CH2:9]1)C1C=CC=CC=1.C([O-])=O.[NH4+].C(OCC)(=O)C. Product: [CH3:35][C:16]1[N:15]([CH2:14][CH:10]2[CH2:11][CH:12]([CH3:13])[NH:8][CH2:9]2)[C:23]2[C:18]([CH:17]=1)=[CH:19][C:20]([C:24]1[CH:25]=[N:26][N:27]([CH:29]3[CH2:34][CH2:33][CH2:32][CH2:31][O:30]3)[CH:28]=1)=[CH:21][CH:22]=2. The catalyst class is: 105.